From a dataset of Catalyst prediction with 721,799 reactions and 888 catalyst types from USPTO. Predict which catalyst facilitates the given reaction. (1) The catalyst class is: 1. Product: [CH3:47][O:48][C:49]1[C:50]2[N:63]=[C:62]([NH:64][C:10](=[O:12])[C:9]3[CH:13]=[CH:14][CH:15]=[C:7]([N:1]4[CH2:2][CH2:3][O:4][CH2:5][CH2:6]4)[CH:8]=3)[S:61][C:51]=2[C:52]([N:55]2[CH2:56][CH2:57][O:58][CH2:59][CH2:60]2)=[N:53][CH:54]=1. Reactant: [N:1]1([C:7]2[CH:8]=[C:9]([CH:13]=[CH:14][CH:15]=2)[C:10]([OH:12])=O)[CH2:6][CH2:5][O:4][CH2:3][CH2:2]1.CN(C(ON1N=NC2C=CC=NC1=2)=[N+](C)C)C.F[P-](F)(F)(F)(F)F.CN1CCOCC1.[CH3:47][O:48][C:49]1[C:50]2[N:63]=[C:62]([NH2:64])[S:61][C:51]=2[C:52]([N:55]2[CH2:60][CH2:59][O:58][CH2:57][CH2:56]2)=[N:53][CH:54]=1. (2) Reactant: [F:1][C:2]1[CH:7]=[CH:6][C:5]([C:8]2[N:9]=[C:10]([CH:13]3[CH2:18][CH2:17][NH:16][CH2:15][CH2:14]3)[NH:11][CH:12]=2)=[CH:4][CH:3]=1.[CH:19]1([CH:25]=O)[CH2:24][CH2:23][CH2:22][CH2:21][CH2:20]1.C(O[BH-](OC(=O)C)OC(=O)C)(=O)C.[Na+].O. Product: [CH:19]1([CH2:25][N:16]2[CH2:17][CH2:18][CH:13]([C:10]3[NH:11][CH:12]=[C:8]([C:5]4[CH:6]=[CH:7][C:2]([F:1])=[CH:3][CH:4]=4)[N:9]=3)[CH2:14][CH2:15]2)[CH2:24][CH2:23][CH2:22][CH2:21][CH2:20]1. The catalyst class is: 5. (3) Reactant: [O:1]=[C:2]1[NH:10][C:5]2[CH:6]=[N:7][CH:8]=[CH:9][C:4]=2[N:3]1[CH:11]1[CH2:16][CH2:15][N:14]([C:17]([O:19][C:20]([CH3:23])([CH3:22])[CH3:21])=[O:18])[CH2:13][CH2:12]1.[H-].[Na+].Br[CH2:27][C:28]([O:30][C:31]([CH3:34])([CH3:33])[CH3:32])=[O:29]. Product: [C:31]([O:30][C:28](=[O:29])[CH2:27][N:10]1[C:5]2[CH:6]=[N:7][CH:8]=[CH:9][C:4]=2[N:3]([CH:11]2[CH2:12][CH2:13][N:14]([C:17]([O:19][C:20]([CH3:23])([CH3:22])[CH3:21])=[O:18])[CH2:15][CH2:16]2)[C:2]1=[O:1])([CH3:34])([CH3:33])[CH3:32]. The catalyst class is: 1. (4) Product: [NH2:1][C:2]1[C:7]2[NH:8][C:10](=[O:14])[N:9]([CH2:15][C:16]3[CH:21]=[CH:20][C:19]([CH2:22][P:23](=[O:24])([O:28][CH2:29][CH3:30])[O:25][CH2:26][CH3:27])=[CH:18][CH:17]=3)[C:6]=2[CH:5]=[C:4]([O:31][CH2:32][CH2:33][O:34][CH3:35])[N:3]=1. Reactant: [NH2:1][C:2]1[C:7]([NH2:8])=[C:6]([N:9]([CH2:15][C:16]2[CH:21]=[CH:20][C:19]([CH2:22][P:23]([O:28][CH2:29][CH3:30])([O:25][CH2:26][CH3:27])=[O:24])=[CH:18][CH:17]=2)[C:10](=[O:14])OCC)[CH:5]=[C:4]([O:31][CH2:32][CH2:33][O:34][CH3:35])[N:3]=1. The catalyst class is: 52. (5) Reactant: [N:1]1([CH2:6][C:7]#[C:8][CH2:9][OH:10])[CH2:5][CH2:4][CH2:3][CH2:2]1.[H-].[Al+3].[Li+].[H-].[H-].[H-].[OH-].[Na+]. Product: [N:1]1([CH2:6]/[CH:7]=[CH:8]/[CH2:9][OH:10])[CH2:5][CH2:4][CH2:3][CH2:2]1. The catalyst class is: 1.